Dataset: Forward reaction prediction with 1.9M reactions from USPTO patents (1976-2016). Task: Predict the product of the given reaction. (1) Given the reactants C([O:5][C:6]([C:8]1[N:9]=[N:10][N:11]([CH2:13][C@H:14]([F:38])[CH2:15][C:16]([C:31]2[N:32]=[N:33][C:34]([I:37])=[CH:35][CH:36]=2)(C(OC(C)(C)C)=O)C(OC(C)(C)C)=O)[CH:12]=1)=[O:7])(C)(C)C.C(O)(C(F)(F)F)=O.C1COCC1, predict the reaction product. The product is: [F:38][C@H:14]([CH2:15][CH2:16][C:31]1[N:32]=[N:33][C:34]([I:37])=[CH:35][CH:36]=1)[CH2:13][N:11]1[CH:12]=[C:8]([C:6]([OH:7])=[O:5])[N:9]=[N:10]1. (2) Given the reactants N#N.[NH:3]1[C:7]2[CH:8]=[CH:9][CH:10]=[CH:11][C:6]=2[N:5]=[C:4]1[C@H:12]([NH2:22])[CH2:13][C:14]1[CH:19]=[CH:18][C:17]([O:20][CH3:21])=[CH:16][CH:15]=1.CCN(C(C)C)C(C)C.[N:32]([C:35]1[CH:40]=[CH:39][CH:38]=[C:37]([O:41][CH3:42])[CH:36]=1)=[C:33]=[O:34], predict the reaction product. The product is: [NH:3]1[C:7]2[CH:8]=[CH:9][CH:10]=[CH:11][C:6]=2[N:5]=[C:4]1[C@H:12]([NH:22][C:33]([NH:32][C:35]1[CH:40]=[CH:39][CH:38]=[C:37]([O:41][CH3:42])[CH:36]=1)=[O:34])[CH2:13][C:14]1[CH:19]=[CH:18][C:17]([O:20][CH3:21])=[CH:16][CH:15]=1. (3) The product is: [CH2:1]([O:3][C:4]([C:5]1[N:20]([CH:34]2[CH2:35][CH2:36]2)[C:21]([C:22]2[CH:27]=[CH:26][C:25]([O:28][C:29]([F:30])([F:31])[F:32])=[CH:24][CH:23]=2)=[N:45][C:6]=1[C:8]1[N:9]=[N:10][N:11]([CH2:13][C:14]2[CH:15]=[CH:16][CH:17]=[CH:18][CH:19]=2)[CH:12]=1)=[O:37])[CH3:2]. Given the reactants [CH2:1]([O:3][C:4](=[O:37])[CH:5]([N:20]([CH:34]1[CH2:36][CH2:35]1)[C:21](=O)[C:22]1[CH:27]=[CH:26][C:25]([O:28][C:29]([F:32])([F:31])[F:30])=[CH:24][CH:23]=1)[C:6]([C:8]1[N:9]=[N:10][N:11]([CH2:13][C:14]2[CH:19]=[CH:18][CH:17]=[CH:16][CH:15]=2)[CH:12]=1)=O)[CH3:2].FC(F)(F)C([O-])=O.[NH4+:45], predict the reaction product. (4) Given the reactants [CH3:1][C:2]1[CH:3]=[C:4]2[C:9](=[O:10])[O:8][C:6](=[O:7])[C:5]2=[CH:11][C:12]=1[CH3:13].C(O[AlH-](OC(C)(C)C)OC(C)(C)C)(C)(C)C, predict the reaction product. The product is: [CH3:1][C:2]1[CH:3]=[C:4]2[C:5](=[CH:11][C:12]=1[CH3:13])[C:6](=[O:7])[O:8][CH:9]2[OH:10]. (5) The product is: [F:1][C:2]1[CH:7]=[CH:6][C:5]([CH2:8][N:9]([CH2:36][CH2:37][CH2:38][C:39]#[N:40])[CH:10]2[CH2:11][CH2:12][N:13]([C:16]([O:18][C:19]([CH3:22])([CH3:21])[CH3:20])=[O:17])[CH2:14][CH2:15]2)=[C:4]([C:23]([F:26])([F:24])[F:25])[CH:3]=1. Given the reactants [F:1][C:2]1[CH:7]=[CH:6][C:5]([CH2:8][NH:9][CH:10]2[CH2:15][CH2:14][N:13]([C:16]([O:18][C:19]([CH3:22])([CH3:21])[CH3:20])=[O:17])[CH2:12][CH2:11]2)=[C:4]([C:23]([F:26])([F:25])[F:24])[CH:3]=1.C(=O)([O-])[O-].[K+].[K+].[I-].[Na+].Br[CH2:36][CH2:37][CH2:38][C:39]#[N:40], predict the reaction product.